From a dataset of Peptide-MHC class I binding affinity with 185,985 pairs from IEDB/IMGT. Regression. Given a peptide amino acid sequence and an MHC pseudo amino acid sequence, predict their binding affinity value. This is MHC class I binding data. (1) The peptide sequence is RDITAFEGL. The MHC is HLA-A02:03 with pseudo-sequence HLA-A02:03. The binding affinity (normalized) is 0.0847. (2) The peptide sequence is VYRGTTTYKL. The MHC is HLA-A01:01 with pseudo-sequence HLA-A01:01. The binding affinity (normalized) is 0.236. (3) The peptide sequence is SILLMTVTSI. The MHC is HLA-B08:01 with pseudo-sequence HLA-B08:01. The binding affinity (normalized) is 0.0771. (4) The peptide sequence is IEELRRHLL. The MHC is HLA-B54:01 with pseudo-sequence HLA-B54:01. The binding affinity (normalized) is 0. (5) The MHC is HLA-B15:17 with pseudo-sequence HLA-B15:17. The peptide sequence is MFKNFPFFK. The binding affinity (normalized) is 0.0847.